Dataset: Reaction yield outcomes from USPTO patents with 853,638 reactions. Task: Predict the reaction yield, written as a fraction of the theoretical maximum amount of product (1.0 means a 100% yield; for example, 0.34 means a 34% yield). (1) The reactants are [NH2:1][C:2]1[CH:3]=[C:4]([CH:8]=[CH:9][C:10]=1[OH:11])[C:5]([OH:7])=O.[C:12](OC)(OC)(OC)[CH3:13]. No catalyst specified. The product is [CH2:10]([CH:2]([NH:1][C:5]([C:4]1[CH:8]=[CH:9][C:10]2[O:11][C:12]([CH3:13])=[N:1][C:2]=2[CH:3]=1)=[O:7])[CH2:3][CH2:4][CH3:5])[CH2:9][CH3:8]. The yield is 0.800. (2) The reactants are [C:1]([O:5][C:6]([N:8]1[CH2:13][CH2:12][N:11]([C:14]2[CH:19]=[CH:18][C:17]([O:20][CH2:21][C:22]([OH:27])([CH3:26])[CH2:23][CH2:24][OH:25])=[CH:16][CH:15]=2)[CH2:10][CH2:9]1)=[O:7])([CH3:4])([CH3:3])[CH3:2].[S:28](Cl)([C:31]1[CH:37]=[CH:36][C:34]([CH3:35])=[CH:33][CH:32]=1)(=[O:30])=[O:29].C(N(CC)CC)C. The catalyst is ClCCl. The product is [C:1]([O:5][C:6]([N:8]1[CH2:13][CH2:12][N:11]([C:14]2[CH:19]=[CH:18][C:17]([O:20][CH2:21][C:22]([OH:27])([CH3:26])[CH2:23][CH2:24][O:25][S:28]([C:31]3[CH:37]=[CH:36][C:34]([CH3:35])=[CH:33][CH:32]=3)(=[O:30])=[O:29])=[CH:16][CH:15]=2)[CH2:10][CH2:9]1)=[O:7])([CH3:4])([CH3:2])[CH3:3]. The yield is 0.890. (3) The reactants are [Cl:1][C:2]1[CH:7]=[CH:6][C:5]([N:8]2[CH2:14][CH2:13][CH2:12][NH:11][CH2:10][CH2:9]2)=[CH:4][CH:3]=1.[C:15]([O:19][C:20]([N:22]1[CH2:27][CH:26]2[CH:24]([O:25]2)[CH2:23]1)=[O:21])([CH3:18])([CH3:17])[CH3:16].FC(F)(F)S([O-])(=O)=O.[Ca+2].FC(F)(F)S([O-])(=O)=O. The catalyst is C(#N)C. The product is [C:15]([O:19][C:20]([N:22]1[CH2:23][C@@H:24]([OH:25])[C@H:26]([N:11]2[CH2:12][CH2:13][CH2:14][N:8]([C:5]3[CH:4]=[CH:3][C:2]([Cl:1])=[CH:7][CH:6]=3)[CH2:9][CH2:10]2)[CH2:27]1)=[O:21])([CH3:18])([CH3:16])[CH3:17]. The yield is 0.410. (4) The reactants are [ClH:1].[NH:2](C(OC(C)(C)C)=O)[C@H:3]([C:8]([NH:10][C@H:11]([C:16]([O:18][CH3:19])=[O:17])[CH2:12][CH:13]([CH3:15])[CH3:14])=[O:9])[CH2:4][CH:5]([CH3:7])[CH3:6].C(OCC)(=O)C. The catalyst is COC(C)(C)C. The product is [NH2:2][C@H:3]([C:8]([NH:10][C@H:11]([C:16]([O:18][CH3:19])=[O:17])[CH2:12][CH:13]([CH3:14])[CH3:15])=[O:9])[CH2:4][CH:5]([CH3:6])[CH3:7].[ClH:1]. The yield is 0.957.